Dataset: Catalyst prediction with 721,799 reactions and 888 catalyst types from USPTO. Task: Predict which catalyst facilitates the given reaction. (1) Reactant: C(C1C(=O)C(Cl)=C(Cl)C(=O)C=1C#N)#N.[C:15]([O:18][C@@H:19]1[C@@H:24]([O:25][CH2:26][C:27]2[CH:32]=[CH:31][CH:30]=[CH:29][CH:28]=2)[C@@H:23]([O:33][CH2:34][C:35]2[CH:40]=[CH:39][CH:38]=[CH:37][CH:36]=2)[C@@H:22]([CH2:41][O:42][CH2:43][C:44]2[CH:49]=[CH:48][CH:47]=[CH:46][CH:45]=2)[O:21][C@H:20]1[O:50][C@@H:51]1[C@@H:80]([CH2:81][O:82][CH2:83][C:84]2[CH:89]=[CH:88][CH:87]=[CH:86][CH:85]=2)[O:79][C@H:54]([O:55][CH2:56][CH2:57][CH2:58][CH2:59][CH2:60][N:61]([CH2:72][C:73]2[CH:78]=[CH:77][CH:76]=[CH:75][CH:74]=2)[C:62]([O:64][CH2:65][C:66]2[CH:71]=[CH:70][CH:69]=[CH:68][CH:67]=2)=[O:63])[C@H:53]([N:90]=[N+:91]=[N-:92])[C@H:52]1[O:93]CC1C=CC2C(=CC=CC=2)C=1)(=[O:17])[CH3:16]. Product: [C:15]([O:18][C@@H:19]1[C@@H:24]([O:25][CH2:26][C:27]2[CH:32]=[CH:31][CH:30]=[CH:29][CH:28]=2)[C@@H:23]([O:33][CH2:34][C:35]2[CH:36]=[CH:37][CH:38]=[CH:39][CH:40]=2)[C@@H:22]([CH2:41][O:42][CH2:43][C:44]2[CH:49]=[CH:48][CH:47]=[CH:46][CH:45]=2)[O:21][C@H:20]1[O:50][C@@H:51]1[C@@H:80]([CH2:81][O:82][CH2:83][C:84]2[CH:85]=[CH:86][CH:87]=[CH:88][CH:89]=2)[O:79][C@H:54]([O:55][CH2:56][CH2:57][CH2:58][CH2:59][CH2:60][N:61]([CH2:72][C:73]2[CH:78]=[CH:77][CH:76]=[CH:75][CH:74]=2)[C:62]([O:64][CH2:65][C:66]2[CH:71]=[CH:70][CH:69]=[CH:68][CH:67]=2)=[O:63])[C@H:53]([N:90]=[N+:91]=[N-:92])[C@H:52]1[OH:93])(=[O:17])[CH3:16]. The catalyst class is: 46. (2) Reactant: [CH3:1][N:2]1[CH2:7][CH2:6][N:5]([C:8]2[CH:13]=[C:12]([O:14][CH:15]([CH3:17])[CH3:16])[C:11]([N+:18]([O-])=O)=[CH:10][C:9]=2[CH3:21])[CH2:4][CH2:3]1.C([O-])=O.[NH4+]. Product: [CH3:21][C:9]1[C:8]([N:5]2[CH2:6][CH2:7][N:2]([CH3:1])[CH2:3][CH2:4]2)=[CH:13][C:12]([O:14][CH:15]([CH3:17])[CH3:16])=[C:11]([CH:10]=1)[NH2:18]. The catalyst class is: 19. (3) Product: [CH3:25][C:17]1[CH:16]=[C:15]([CH2:14][O:1][C:2]2[CH:3]=[CH:4][C:5]([CH2:8][C:9]([OH:11])=[O:10])=[CH:6][CH:7]=2)[C:24]2[C:19](=[CH:20][CH:21]=[CH:22][CH:23]=2)[N:18]=1. The catalyst class is: 1. Reactant: [OH:1][C:2]1[CH:7]=[CH:6][C:5]([CH2:8][C:9]([O:11]C)=[O:10])=[CH:4][CH:3]=1.Cl[CH2:14][C:15]1[C:24]2[C:19](=[CH:20][CH:21]=[CH:22][CH:23]=2)[N:18]=[C:17]([CH3:25])[CH:16]=1.C(=O)([O-])[O-].[Cs+].[Cs+].[I-].[Na+].